Dataset: Full USPTO retrosynthesis dataset with 1.9M reactions from patents (1976-2016). Task: Predict the reactants needed to synthesize the given product. (1) Given the product [C:16]1(/[CH:22]=[CH:23]/[C:24]([NH:1][C:2]2[CH:3]=[C:4]3[C:8](=[CH:9][C:10]=2[NH:11][CH3:12])[N:7]([CH3:27])[C:6](=[O:13])[C:5]3([CH3:15])[CH3:14])=[O:26])[CH:21]=[CH:20][CH:19]=[CH:18][CH:17]=1, predict the reactants needed to synthesize it. The reactants are: [NH2:1][C:2]1[CH:3]=[C:4]2[C:8](=[CH:9][C:10]=1[NH:11][CH3:12])[NH:7][C:6](=[O:13])[C:5]2([CH3:15])[CH3:14].[C:16]1(/[CH:22]=[CH:23]/[C:24]([OH:26])=O)[CH:21]=[CH:20][CH:19]=[CH:18][CH:17]=1.[CH3:27]N(C(ON1N=NC2C=CC=CC1=2)=[N+](C)C)C.[B-](F)(F)(F)F.CCN(CC)CC.C([O-])(O)=O.[Na+]. (2) Given the product [CH2:1]([C@@:3]12[CH2:4][C@:5]([OH:25])([CH3:26])[C@:6]([OH:18])([C:19]3[CH:24]=[CH:23][CH:22]=[CH:21][N:20]=3)[CH2:7][C@H:8]1[CH2:9][CH2:10][C:11]1[CH:12]=[C:13]([O:17][CH2:28][C:29]([NH2:31])=[O:30])[CH:14]=[CH:15][C:16]2=1)[CH3:2], predict the reactants needed to synthesize it. The reactants are: [CH2:1]([C@:3]12[C:16]3[C:11](=[CH:12][C:13]([OH:17])=[CH:14][CH:15]=3)[CH2:10][CH2:9][C@@H:8]1[CH2:7][C@:6]([C:19]1[CH:24]=[CH:23][CH:22]=[CH:21][N:20]=1)([OH:18])[C@:5]([CH3:26])([OH:25])[CH2:4]2)[CH3:2].I[CH2:28][C:29]([NH2:31])=[O:30]. (3) Given the product [C:1]([C:5]1[CH:10]=[CH:9][C:8]([C:11]2[NH:19][C:14]3=[N:15][CH:16]=[CH:17][N:18]=[C:13]3[C:12]=2[CH2:20][CH2:21][CH2:22][NH:23][S:25]([CH3:24])(=[O:27])=[O:26])=[CH:7][CH:6]=1)([CH3:4])([CH3:2])[CH3:3], predict the reactants needed to synthesize it. The reactants are: [C:1]([C:5]1[CH:10]=[CH:9][C:8]([C:11]2[NH:19][C:14]3=[N:15][CH:16]=[CH:17][N:18]=[C:13]3[C:12]=2[CH2:20][CH2:21][CH2:22][NH2:23])=[CH:7][CH:6]=1)([CH3:4])([CH3:3])[CH3:2].[CH3:24][S:25](Cl)(=[O:27])=[O:26].C(N(CC)CC)C.O. (4) Given the product [CH3:2][CH2:3][CH2:4][CH2:18][CH2:16][CH2:17][CH2:12][CH2:13][CH2:14][CH2:20][NH2:21], predict the reactants needed to synthesize it. The reactants are: O=[CH:2][C:3]1C=CC(O)=C(OC)[CH:4]=1.[CH:12]1[CH:17]=[C:16]([CH2:18]N)C=[C:14]([CH2:20][NH2:21])[CH:13]=1. (5) Given the product [ClH:44].[CH3:24][S:25]([O:28][C:29]1[CH:34]=[C:33]([C:16]2[CH:15]=[C:14]([C:5]3([C:7]4[CH:12]=[CH:11][N:10]=[C:9]([CH3:13])[CH:8]=4)[C:4](=[O:22])[N:3]([CH3:23])[C:2]([NH2:1])=[N:6]3)[CH:19]=[CH:18][C:17]=2[F:20])[CH:32]=[C:31]([Cl:44])[CH:30]=1)(=[O:26])=[O:27], predict the reactants needed to synthesize it. The reactants are: [NH2:1][C:2]1[N:3]([CH3:23])[C:4](=[O:22])[C:5]([C:14]2[CH:19]=[CH:18][C:17]([F:20])=[C:16](Br)[CH:15]=2)([C:7]2[CH:12]=[CH:11][N:10]=[C:9]([CH3:13])[CH:8]=2)[N:6]=1.[CH3:24][S:25]([O:28][C:29]1[CH:34]=[C:33](B2OC(C)(C)C(C)(C)O2)[CH:32]=[C:31]([Cl:44])[CH:30]=1)(=[O:27])=[O:26].C(=O)([O-])[O-].[K+].[K+].O. (6) Given the product [C:34](=[O:37])([S:35][CH3:36])[O:20][C:13]1[C:14]2[CH:19]=[CH:18][CH:17]=[N:16][C:15]=2[N:10]([CH2:9][CH:8]([F:7])[F:33])[S:11](=[O:31])(=[O:32])[C:12]=1[C:21]1[CH:26]=[CH:25][CH:24]=[CH:23][C:22]=1[C:27]([F:30])([F:29])[F:28], predict the reactants needed to synthesize it. The reactants are: N1C=CC=CC=1.[F:7][CH:8]([F:33])[CH2:9][N:10]1[C:15]2[N:16]=[CH:17][CH:18]=[CH:19][C:14]=2[C:13]([OH:20])=[C:12]([C:21]2[CH:26]=[CH:25][CH:24]=[CH:23][C:22]=2[C:27]([F:30])([F:29])[F:28])[S:11]1(=[O:32])=[O:31].[C:34](Cl)(=[O:37])[S:35][CH3:36]. (7) The reactants are: [CH2:1]([N:8]([CH2:16][C@@H:17]1[CH2:26][CH2:25][C:24]2[C:19](=[CH:20][CH:21]=[C:22](Br)[CH:23]=2)[O:18]1)[C:9](=[O:15])[O:10][C:11]([CH3:14])([CH3:13])[CH3:12])[C:2]1[CH:7]=[CH:6][CH:5]=[CH:4][CH:3]=1.[B:28]1([B:28]2[O:32][C:31]([CH3:34])([CH3:33])[C:30]([CH3:36])([CH3:35])[O:29]2)[O:32][C:31]([CH3:34])([CH3:33])[C:30]([CH3:36])([CH3:35])[O:29]1.C([O-])(=O)C.[K+]. Given the product [CH2:1]([N:8]([CH2:16][C@H:17]1[CH2:26][CH2:25][C:24]2[C:19](=[CH:20][CH:21]=[C:22]([B:28]3[O:32][C:31]([CH3:34])([CH3:33])[C:30]([CH3:36])([CH3:35])[O:29]3)[CH:23]=2)[O:18]1)[C:9](=[O:15])[O:10][C:11]([CH3:14])([CH3:13])[CH3:12])[C:2]1[CH:7]=[CH:6][CH:5]=[CH:4][CH:3]=1, predict the reactants needed to synthesize it. (8) Given the product [C:20]([O:19][C:17]([N:14]1[CH2:15][CH2:16][N:11]([C:8]2[CH:9]=[CH:10][C:5]([C:3]([OH:4])=[O:2])=[CH:6][C:7]=2/[CH:24]=[CH:25]\[CH3:26])[CH2:12][CH2:13]1)=[O:18])([CH3:23])([CH3:22])[CH3:21], predict the reactants needed to synthesize it. The reactants are: C[O:2][C:3]([C:5]1[CH:10]=[CH:9][C:8]([N:11]2[CH2:16][CH2:15][N:14]([C:17]([O:19][C:20]([CH3:23])([CH3:22])[CH3:21])=[O:18])[CH2:13][CH2:12]2)=[C:7](/[CH:24]=[CH:25]\[CH3:26])[CH:6]=1)=[O:4].[OH-].[Na+].Cl. (9) Given the product [S:26]1[C:27]2[CH:33]=[CH:32][CH:31]=[CH:30][C:28]=2[N:29]=[C:25]1[S:22]([NH:21][CH2:20][CH2:19][N:6]([C:7](=[O:18])[CH2:8][N:9]1[CH:17]=[C:15]([CH3:16])[C:13](=[O:14])[NH:12][C:10]1=[O:11])[CH2:5][C:4]([OH:34])=[O:3])(=[O:23])=[O:24], predict the reactants needed to synthesize it. The reactants are: C([O:3][C:4](=[O:34])[CH2:5][N:6]([CH2:19][CH2:20][NH:21][S:22]([C:25]1[S:26][C:27]2[CH:33]=[CH:32][CH:31]=[CH:30][C:28]=2[N:29]=1)(=[O:24])=[O:23])[C:7](=[O:18])[CH2:8][N:9]1[CH:17]=[C:15]([CH3:16])[C:13](=[O:14])[NH:12][C:10]1=[O:11])C.O.[OH-].[Li+].Cl.